Dataset: HIV replication inhibition screening data with 41,000+ compounds from the AIDS Antiviral Screen. Task: Binary Classification. Given a drug SMILES string, predict its activity (active/inactive) in a high-throughput screening assay against a specified biological target. (1) The molecule is COc1ccc(C2=NN3C(=S)NNC3=NN2)cc1OC. The result is 0 (inactive). (2) The molecule is COc1ccc(C2SC(=Cc3cccc(OC)c3)C(=O)N2NC(=O)Cc2ccccc2)cc1. The result is 0 (inactive). (3) The molecule is Cn1cnc2c(C#N)c(C#N)nn2c1=O. The result is 0 (inactive). (4) The compound is O=C(N=Nc1ccccc1)NNc1ccccc1.O=C(NNc1ccccc1)NNc1ccccc1. The result is 0 (inactive). (5) The molecule is CCC1(C)C=Cc2c(cc(OC)c3c(=O)c4ccccc4n(C)c23)O1. The result is 0 (inactive). (6) The compound is N#CC(=Nc1ccccc1N(C(=O)c1ccccc1)C(=O)c1ccccc1)c1ccccc1. The result is 0 (inactive). (7) The molecule is CC1(C)C(=O)C(C)(C)C1=S. The result is 0 (inactive). (8) The drug is O=C(CN1CCN(c2ccccc2)CC1)N1CCc2c([nH]c3ccccc23)C1c1cccnc1. The result is 0 (inactive).